Task: Predict the product of the given reaction.. Dataset: Forward reaction prediction with 1.9M reactions from USPTO patents (1976-2016) (1) Given the reactants Cl.C([O:4][C:5]1[CH2:11][CH2:10][CH2:9][NH:8][C:7](=[O:12])[CH:6]=1)C, predict the reaction product. The product is: [NH:8]1[CH2:9][CH2:10][CH2:11][C:5](=[O:4])[CH2:6][C:7]1=[O:12]. (2) Given the reactants [NH2:1][C:2]1[C:3]([C:18](O)=[O:19])=[N:4][C:5]([C:8]2[C:13]([C:14]([F:17])([F:16])[F:15])=[CH:12][CH:11]=[CH:10][N:9]=2)=[CH:6][N:7]=1.C(N(C(C)C)C(C)C)C.[NH2:30][C:31]1[C:36]([N:37]2[CH2:42][CH2:41][C:40]([NH:45][C:46](=[O:52])[O:47][C:48]([CH3:51])([CH3:50])[CH3:49])([CH2:43][CH3:44])[CH2:39][CH2:38]2)=[CH:35][CH:34]=[CH:33][N:32]=1, predict the reaction product. The product is: [NH2:1][C:2]1[C:3]([C:18]([NH:30][C:31]2[C:36]([N:37]3[CH2:42][CH2:41][C:40]([NH:45][C:46](=[O:52])[O:47][C:48]([CH3:51])([CH3:50])[CH3:49])([CH2:43][CH3:44])[CH2:39][CH2:38]3)=[CH:35][CH:34]=[CH:33][N:32]=2)=[O:19])=[N:4][C:5]([C:8]2[C:13]([C:14]([F:16])([F:17])[F:15])=[CH:12][CH:11]=[CH:10][N:9]=2)=[CH:6][N:7]=1.